Dataset: Full USPTO retrosynthesis dataset with 1.9M reactions from patents (1976-2016). Task: Predict the reactants needed to synthesize the given product. (1) Given the product [C:13]([O:17][C:18]([N:20]1[CH2:21][CH2:22][CH:23]([CH2:26][C:27](=[O:48])/[CH:28]=[CH:10]/[C:7]2[CH:6]=[CH:5][N:4]=[CH:9][CH:8]=2)[CH2:24][CH2:25]1)=[O:19])([CH3:16])([CH3:15])[CH3:14], predict the reactants needed to synthesize it. The reactants are: C[O-].[Na+].[N:4]1[CH:9]=[CH:8][C:7]([CH:10]=O)=[CH:6][CH:5]=1.[Br-].[C:13]([O:17][C:18]([N:20]1[CH2:25][CH2:24][CH:23]([CH2:26][C:27](=[O:48])[CH2:28][P+](C2C=CC=CC=2)(C2C=CC=CC=2)C2C=CC=CC=2)[CH2:22][CH2:21]1)=[O:19])([CH3:16])([CH3:15])[CH3:14]. (2) Given the product [Cl:14][C:13]1[C:3]2[CH2:2][N:31]([CH:29]([C:19]3[CH:20]=[N:21][C:22]([CH2:23][CH2:24][C:25]([F:28])([F:26])[F:27])=[C:17]([CH3:16])[CH:18]=3)[CH3:30])[C:5](=[O:7])[C:4]=2[CH:10]=[CH:11][N:12]=1, predict the reactants needed to synthesize it. The reactants are: Br[CH2:2][C:3]1[C:13]([Cl:14])=[N:12][CH:11]=[CH:10][C:4]=1[C:5]([O:7]CC)=O.Cl.[CH3:16][C:17]1[CH:18]=[C:19]([CH:29]([NH2:31])[CH3:30])[CH:20]=[N:21][C:22]=1[CH2:23][CH2:24][C:25]([F:28])([F:27])[F:26]. (3) Given the product [Cl:32][C:12]1[CH:11]=[C:6]([CH2:5][C:16]#[N:17])[CH:7]=[N:8][CH:9]=1, predict the reactants needed to synthesize it. The reactants are: C(OC(=O)[CH:5]([C:16]#[N:17])[C:6]1[CH:7]=[N:8][C:9]([C:12](F)(F)F)=N[CH:11]=1)C.BrCC1CC1.[Na+].[I-].C1COCC1.[NH4+].[Cl-:32]. (4) Given the product [N:20]([C@@H:2]([C:4]1[CH:9]=[N:8][C:7]([C:10]([F:13])([F:12])[F:11])=[CH:6][CH:5]=1)[CH2:3][OH:1])=[N+:21]=[N-:22], predict the reactants needed to synthesize it. The reactants are: [O:1]1[CH2:3][C@H:2]1[C:4]1[CH:5]=[CH:6][C:7]([C:10]([F:13])([F:12])[F:11])=[N:8][CH:9]=1.Cl([O-])(=O)(=O)=O.[Li+].[N-:20]=[N+:21]=[N-:22].[Na+]. (5) Given the product [Cl:2][C:3]1[C:4]2[C:5]3[C:6](=[C:20]([CH3:23])[O:21][N:22]=3)[C:7](=[O:19])[N:8]([CH:13]3[CH2:18][CH2:17][CH2:16][N:25]([CH2:24][CH2:6][CH2:5][C:4]4[CH:9]=[CH:10][CH:11]=[CH:12][CH:3]=4)[CH2:14]3)[C:9]=2[CH:10]=[CH:11][CH:12]=1, predict the reactants needed to synthesize it. The reactants are: I.[Cl:2][C:3]1[C:4]2[C:5]3[C:6](=[C:20]([CH3:23])[O:21][N:22]=3)[C:7](=[O:19])[N:8]([CH:13]3[CH2:18][CH2:17][CH2:16]N[CH2:14]3)[C:9]=2[CH:10]=[CH:11][CH:12]=1.[C:24]([BH3-])#[N:25].[Na+]. (6) Given the product [CH3:35][O:34][C:28]1[CH:29]=[C:30]([O:32][CH3:33])[CH:31]=[C:23]2[C:24]=1[C:25](=[O:26])[NH:27][C:1]([C:3]1[CH:8]=[CH:7][C:6]([N:9]3[CH2:14][CH2:13][CH:12]([N:15]([CH:19]([CH3:21])[CH3:20])[C:16](=[O:18])[CH3:17])[CH2:11][CH2:10]3)=[CH:5][CH:4]=1)=[N:22]2, predict the reactants needed to synthesize it. The reactants are: [CH:1]([C:3]1[CH:8]=[CH:7][C:6]([N:9]2[CH2:14][CH2:13][CH:12]([N:15]([CH:19]([CH3:21])[CH3:20])[C:16](=[O:18])[CH3:17])[CH2:11][CH2:10]2)=[CH:5][CH:4]=1)=O.[NH2:22][C:23]1[CH:31]=[C:30]([O:32][CH3:33])[CH:29]=[C:28]([O:34][CH3:35])[C:24]=1[C:25]([NH2:27])=[O:26].OS([O-])=O.[Na+].CC1C=CC(S(O)(=O)=O)=CC=1. (7) Given the product [Cl:1][C:2]1[CH:3]=[CH:4][C:5]2[C:6]([N:12]=1)=[N:7][C:8]([NH:11][C:18]([NH:17][CH2:15][CH3:16])=[S:19])=[CH:9][N:10]=2, predict the reactants needed to synthesize it. The reactants are: [Cl:1][C:2]1[CH:3]=[CH:4][C:5]2[C:6]([N:12]=1)=[N:7][C:8]([NH2:11])=[CH:9][N:10]=2.[H-].[Na+].[CH2:15]([N:17]=[C:18]=[S:19])[CH3:16].Cl.